This data is from Catalyst prediction with 721,799 reactions and 888 catalyst types from USPTO. The task is: Predict which catalyst facilitates the given reaction. (1) Reactant: [CH3:1][O:2][C:3]1[CH:8]=[C:7]([N:9]2[CH2:14][CH2:13][NH:12][CH2:11][CH2:10]2)[CH:6]=[C:5]([O:15][CH3:16])[N:4]=1.[F:17][C:18]([F:28])([C:24]([F:27])([F:26])[F:25])/[CH:19]=[CH:20]/[C:21](O)=[O:22].C(N(CC)CC)C.CN(C(ON1N=NC2C=CC=CC1=2)=[N+](C)C)C.F[P-](F)(F)(F)(F)F. The catalyst class is: 4. Product: [CH3:1][O:2][C:3]1[CH:8]=[C:7]([N:9]2[CH2:10][CH2:11][N:12]([C:21](=[O:22])/[CH:20]=[CH:19]/[C:18]([F:17])([F:28])[C:24]([F:25])([F:26])[F:27])[CH2:13][CH2:14]2)[CH:6]=[C:5]([O:15][CH3:16])[N:4]=1. (2) The catalyst class is: 8. Reactant: [NH2:1][C:2]([NH2:4])=[S:3].Br[CH2:6][C:7]([CH:9]1[CH2:12][CH2:11][CH2:10]1)=O.C(=O)([O-])O.[Na+]. Product: [CH:9]1([C:7]2[N:1]=[C:2]([NH2:4])[S:3][CH:6]=2)[CH2:12][CH2:11][CH2:10]1. (3) Reactant: [OH:1][C@@:2]1([C:9]#[C:10][C:11]2[CH:12]=[C:13]([N:17]3[C:25]4[CH2:24][CH2:23][N:22]([CH2:26][C:27]([OH:30])([CH3:29])[CH3:28])[CH2:21][C:20]=4[C:19]([C:31]([O:33]CC)=O)=[N:18]3)[CH:14]=[CH:15][CH:16]=2)[CH2:6][CH2:5][N:4]([CH3:7])[C:3]1=[O:8].[NH3:36]. Product: [OH:1][C@@:2]1([C:9]#[C:10][C:11]2[CH:12]=[C:13]([N:17]3[C:25]4[CH2:24][CH2:23][N:22]([CH2:26][C:27]([OH:30])([CH3:28])[CH3:29])[CH2:21][C:20]=4[C:19]([C:31]([NH2:36])=[O:33])=[N:18]3)[CH:14]=[CH:15][CH:16]=2)[CH2:6][CH2:5][N:4]([CH3:7])[C:3]1=[O:8]. The catalyst class is: 5. (4) Reactant: [CH3:1][C:2]([C:10]1[CH:15]=[CH:14][CH:13]=[CH:12][CH:11]=1)([CH3:9])[CH2:3][C:4](=[O:8])[C:5]([OH:7])=[O:6].S(Cl)(Cl)=O.[CH3:20]O. Product: [CH3:20][O:6][C:5](=[O:7])[C:4](=[O:8])[CH2:3][C:2]([CH3:1])([C:10]1[CH:11]=[CH:12][CH:13]=[CH:14][CH:15]=1)[CH3:9]. The catalyst class is: 35. (5) Reactant: Cl[CH2:2][C:3]1[CH:31]=[CH:30][C:6]([C:7]([NH:9][C:10]2[CH:11]=[CH:12][C:13]([CH3:29])=[C:14]([NH:16][C:17]3[N:22]=[C:21]([C:23]4[CH:24]=[N:25][CH:26]=[CH:27][CH:28]=4)[CH:20]=[CH:19][N:18]=3)[CH:15]=2)=[O:8])=[CH:5][CH:4]=1.N1C=CC=CC=1.[NH2:38][N:39]1[CH2:44][CH2:43][N:42]([CH3:45])[CH2:41][CH2:40]1. Product: [CH3:45][N:42]1[CH2:43][CH2:44][N:39]([NH:38][CH2:2][C:3]2[CH:31]=[CH:30][C:6]([C:7]([NH:9][C:10]3[CH:11]=[CH:12][C:13]([CH3:29])=[C:14]([NH:16][C:17]4[N:22]=[C:21]([C:23]5[CH:24]=[N:25][CH:26]=[CH:27][CH:28]=5)[CH:20]=[CH:19][N:18]=4)[CH:15]=3)=[O:8])=[CH:5][CH:4]=2)[CH2:40][CH2:41]1. The catalyst class is: 7. (6) Reactant: [CH2:1]([O:8][C:9]([C:11]1([C:14](=[O:31])[NH:15][C:16]2[CH:21]=[CH:20][C:19]([O:22][C:23]3[CH:28]=[CH:27][N:26]=[C:25]([NH2:29])[CH:24]=3)=[CH:18][C:17]=2[F:30])[CH2:13][CH2:12]1)=[O:10])[C:2]1[CH:7]=[CH:6][CH:5]=[CH:4][CH:3]=1.O1CCCC1.Cl[C:38]([O:40][C:41]1[CH:46]=[CH:45][CH:44]=[CH:43][CH:42]=1)=[O:39]. Product: [CH2:1]([O:8][C:9]([C:11]1([C:14](=[O:31])[NH:15][C:16]2[CH:21]=[CH:20][C:19]([O:22][C:23]3[CH:28]=[CH:27][N:26]=[C:25]([NH:29][C:38]([O:40][C:41]4[CH:46]=[CH:45][CH:44]=[CH:43][CH:42]=4)=[O:39])[CH:24]=3)=[CH:18][C:17]=2[F:30])[CH2:12][CH2:13]1)=[O:10])[C:2]1[CH:3]=[CH:4][CH:5]=[CH:6][CH:7]=1. The catalyst class is: 852. (7) Reactant: [C:1]([O:5][C:6]([N:8]1[CH:13]([C:14]([OH:16])=[O:15])[CH:12]2[CH2:17][CH:9]1[CH2:10][CH2:11]2)=[O:7])([CH3:4])([CH3:3])[CH3:2].C(N(CC)CC)C.[C:25]([O:29][C:30]([N:32]1[CH2:36][CH2:35][CH2:34][CH:33]1[C:37]([O:39][CH2:40][C:41]([C:43]1[CH:44]=[CH:45][C:46]2[C:50]3[CH:51]=[CH:52][C:53]([C:55](=[O:58])[CH2:56]Br)=[CH:54][C:49]=3[O:48][C:47]=2[CH:59]=1)=[O:42])=[O:38])=[O:31])([CH3:28])([CH3:27])[CH3:26]. Product: [C:1]([O:5][C:6]([N:8]1[CH:13]([C:14]([O:16][CH2:56][C:55]([C:53]2[CH:52]=[CH:51][C:50]3[C:46]4[CH:45]=[CH:44][C:43]([C:41](=[O:42])[CH2:40][O:39][C:37]([CH:33]5[CH2:34][CH2:35][CH2:36][N:32]5[C:30]([O:29][C:25]([CH3:27])([CH3:26])[CH3:28])=[O:31])=[O:38])=[CH:59][C:47]=4[O:48][C:49]=3[CH:54]=2)=[O:58])=[O:15])[CH:12]2[CH2:17][CH:9]1[CH2:10][CH2:11]2)=[O:7])([CH3:4])([CH3:2])[CH3:3]. The catalyst class is: 444. (8) Reactant: [NH2:1][C:2]1[CH:6]=[C:5]([C:7]2[CH:12]=[CH:11][CH:10]=[CH:9][CH:8]=2)[S:4][C:3]=1[C:13]([NH2:15])=[O:14].[N:16]([O-])=O.[Na+]. Product: [C:7]1([C:5]2[S:4][C:3]3[C:13](=[O:14])[NH:15][N:16]=[N:1][C:2]=3[CH:6]=2)[CH:12]=[CH:11][CH:10]=[CH:9][CH:8]=1. The catalyst class is: 65.